This data is from Full USPTO retrosynthesis dataset with 1.9M reactions from patents (1976-2016). The task is: Predict the reactants needed to synthesize the given product. (1) Given the product [C:1]([O:5][C:6](=[O:33])[NH:7][CH2:8][CH2:9][N:10]([CH:11]1[CH:15]([O:16][Si:17]([C:20]([CH3:23])([CH3:22])[CH3:21])([CH3:18])[CH3:19])[CH2:14][N:13]([C:24](=[O:32])[C:25]2[CH:26]=[CH:27][C:28]([Cl:31])=[CH:29][CH:30]=2)[CH2:12]1)[C:45](=[O:46])[CH2:44][Cl:43])([CH3:2])([CH3:3])[CH3:4], predict the reactants needed to synthesize it. The reactants are: [C:1]([O:5][C:6](=[O:33])[NH:7][CH2:8][CH2:9][NH:10][CH:11]1[CH:15]([O:16][Si:17]([C:20]([CH3:23])([CH3:22])[CH3:21])([CH3:19])[CH3:18])[CH2:14][N:13]([C:24](=[O:32])[C:25]2[CH:30]=[CH:29][C:28]([Cl:31])=[CH:27][CH:26]=2)[CH2:12]1)([CH3:4])([CH3:3])[CH3:2].CCN(C(C)C)C(C)C.[Cl:43][CH2:44][C:45](Cl)=[O:46]. (2) The reactants are: Br[C:2]1[N:6]2[C@@H:7]([CH3:14])[CH2:8][N:9]([CH2:12][CH3:13])[C:10](=[O:11])[C:5]2=[C:4]([O:15][CH3:16])[C:3]=1[C:17]([O:19][CH2:20][CH3:21])=[O:18].C([Li])CCC.[C:27](OCC)(=[O:33])[C:28]([O:30][CH2:31][CH3:32])=[O:29].OS(O)(=O)=O. Given the product [CH2:31]([O:30][C:28](=[O:29])[C:27]([C:2]1[N:6]2[C@@H:7]([CH3:14])[CH2:8][N:9]([CH2:12][CH3:13])[C:10](=[O:11])[C:5]2=[C:4]([O:15][CH3:16])[C:3]=1[C:17]([O:19][CH2:20][CH3:21])=[O:18])=[O:33])[CH3:32], predict the reactants needed to synthesize it. (3) Given the product [Cl:38][C:15]1[CH:14]=[C:13]([C:8]2[CH:9]=[CH:10][CH:11]=[CH:12][C:7]=2[CH2:6][CH2:5][NH:4][C:1](=[O:3])[CH3:2])[CH:18]=[CH:17][C:16]=1[C@@H:19]1[C@@H:24]([C:25]2[CH:26]=[N:27][CH:28]=[CH:29][CH:30]=2)[CH2:23][CH2:22][NH:21][CH2:20]1, predict the reactants needed to synthesize it. The reactants are: [C:1]([NH:4][CH2:5][CH2:6][C:7]1[CH:12]=[CH:11][CH:10]=[CH:9][C:8]=1[C:13]1[CH:18]=[CH:17][C:16]([C@@H:19]2[C@@H:24]([C:25]3[CH:26]=[N:27][CH:28]=[CH:29][CH:30]=3)[CH2:23][CH2:22][N:21](C(OC(C)(C)C)=O)[CH2:20]2)=[C:15]([Cl:38])[CH:14]=1)(=[O:3])[CH3:2].Cl.